Dataset: Peptide-MHC class I binding affinity with 185,985 pairs from IEDB/IMGT. Task: Regression. Given a peptide amino acid sequence and an MHC pseudo amino acid sequence, predict their binding affinity value. This is MHC class I binding data. (1) The binding affinity (normalized) is 0.0847. The peptide sequence is REQASYLYV. The MHC is HLA-A26:03 with pseudo-sequence HLA-A26:03. (2) The peptide sequence is AFASLQDML. The MHC is HLA-A11:01 with pseudo-sequence HLA-A11:01. The binding affinity (normalized) is 0.0318. (3) The MHC is HLA-A24:03 with pseudo-sequence HLA-A24:03. The binding affinity (normalized) is 0.0847. The peptide sequence is RAWDPQPAM. (4) The MHC is HLA-A02:16 with pseudo-sequence HLA-A02:16. The binding affinity (normalized) is 0.0847. The peptide sequence is KMKDPKMYH. (5) The binding affinity (normalized) is 0.844. The peptide sequence is NIIDWQFAI. The MHC is HLA-A02:01 with pseudo-sequence HLA-A02:01.